The task is: Predict the product of the given reaction.. This data is from Forward reaction prediction with 1.9M reactions from USPTO patents (1976-2016). (1) Given the reactants [CH3:1][O:2][C:3](=[O:14])[CH2:4][O:5][C:6]1[CH:11]=[CH:10][C:9]([Cl:12])=[C:8]([NH2:13])[CH:7]=1.C[O:16][C:17](=O)[CH:18]([CH2:23][C:24]1[CH:29]=[CH:28][C:27]([Cl:30])=[CH:26][C:25]=1[F:31])[C:19](=O)[CH2:20][CH3:21].O1CCOCC1, predict the reaction product. The product is: [CH3:1][O:2][C:3](=[O:14])[CH2:4][O:5][C:6]1[CH:11]=[CH:10][C:9]([Cl:12])=[C:8]2[C:7]=1[C:17](=[O:16])[C:18]([CH2:23][C:24]1[CH:29]=[CH:28][C:27]([Cl:30])=[CH:26][C:25]=1[F:31])=[C:19]([CH2:20][CH3:21])[NH:13]2. (2) Given the reactants [O:1]1[C:5]2[CH:6]=[CH:7][CH:8]=[CH:9][C:4]=2[N:3]=[C:2]1[C:10]1[CH:11]=[N:12][N:13]([CH2:15][CH2:16][C@@:17]([CH3:27])([S:23]([CH3:26])(=[O:25])=[O:24])[C:18]([O:20]CC)=[O:19])[CH:14]=1.[OH-].[Li+].Cl, predict the reaction product. The product is: [O:1]1[C:5]2[CH:6]=[CH:7][CH:8]=[CH:9][C:4]=2[N:3]=[C:2]1[C:10]1[CH:11]=[N:12][N:13]([CH2:15][CH2:16][C@@:17]([CH3:27])([S:23]([CH3:26])(=[O:25])=[O:24])[C:18]([OH:20])=[O:19])[CH:14]=1. (3) Given the reactants C(OC(=O)[NH:7][C:8]1[CH:13]=[C:12]([Cl:14])[C:11]([C:15]([F:18])([F:17])[F:16])=[CH:10][C:9]=1[NH:19][C:20](=[O:35])[CH2:21][C:22](=O)[C:23]1[CH:28]=[CH:27][CH:26]=[C:25]([N:29]2[CH:33]=[CH:32][N:31]=[N:30]2)[CH:24]=1)(C)(C)C.C(O)(C(F)(F)F)=O, predict the reaction product. The product is: [Cl:14][C:12]1[C:11]([C:15]([F:18])([F:17])[F:16])=[CH:10][C:9]2[NH:19][C:20](=[O:35])[CH2:21][C:22]([C:23]3[CH:28]=[CH:27][CH:26]=[C:25]([N:29]4[CH:33]=[CH:32][N:31]=[N:30]4)[CH:24]=3)=[N:7][C:8]=2[CH:13]=1. (4) Given the reactants [NH2:1][C:2]1[C:7]2[C:8](=[O:20])[N:9]([C:13]3[CH:18]=[CH:17][C:16](Br)=[CH:15][CH:14]=3)[CH2:10][CH2:11][O:12][C:6]=2[N:5]=[CH:4][N:3]=1.[Cl:21][C:22]1[CH:23]=[C:24]([CH:31]=[CH:32][C:33]=1B1OC(C)(C)C(C)(C)O1)[CH2:25][N:26]([CH3:30])[C:27](=[O:29])[CH3:28].P([O-])([O-])([O-])=O.[K+].[K+].[K+].CO, predict the reaction product. The product is: [NH2:1][C:2]1[C:7]2[C:8](=[O:20])[N:9]([C:13]3[CH:18]=[CH:17][C:16]([C:33]4[CH:32]=[CH:31][C:24]([CH2:25][N:26]([CH3:30])[C:27](=[O:29])[CH3:28])=[CH:23][C:22]=4[Cl:21])=[CH:15][CH:14]=3)[CH2:10][CH2:11][O:12][C:6]=2[N:5]=[CH:4][N:3]=1.